Dataset: Full USPTO retrosynthesis dataset with 1.9M reactions from patents (1976-2016). Task: Predict the reactants needed to synthesize the given product. (1) Given the product [CH2:1]([C:3]1[CH:4]=[C:5]([CH:44]=[CH:45][C:46]=1[CH2:47][CH3:48])[CH2:6][C@@H:7]([NH:23][C:24]([N:26]1[CH2:31][CH2:30][CH:29]([N:32]2[CH2:38][CH2:37][C:36]3[CH:39]=[CH:40][CH:41]=[CH:42][C:35]=3[NH:34][C:33]2=[O:43])[CH2:28][CH2:27]1)=[O:25])[C:8]([N:10]1[CH2:11][CH2:12][N:13]([CH:16]2[CH2:17][CH2:18][N:19]([CH3:22])[CH2:20][CH2:21]2)[CH2:14][CH2:15]1)=[O:9])[CH3:2].[C:49]1([S:55]([O-:58])(=[O:57])=[O:56])[CH:54]=[CH:53][CH:52]=[CH:51][CH:50]=1, predict the reactants needed to synthesize it. The reactants are: [CH2:1]([C:3]1[CH:4]=[C:5]([CH:44]=[CH:45][C:46]=1[CH2:47][CH3:48])[CH2:6][C@@H:7]([NH:23][C:24]([N:26]1[CH2:31][CH2:30][CH:29]([N:32]2[CH2:38][CH2:37][C:36]3[CH:39]=[CH:40][CH:41]=[CH:42][C:35]=3[NH:34][C:33]2=[O:43])[CH2:28][CH2:27]1)=[O:25])[C:8]([N:10]1[CH2:15][CH2:14][N:13]([CH:16]2[CH2:21][CH2:20][N:19]([CH3:22])[CH2:18][CH2:17]2)[CH2:12][CH2:11]1)=[O:9])[CH3:2].[C:49]1([S:55]([OH:58])(=[O:57])=[O:56])[CH:54]=[CH:53][CH:52]=[CH:51][CH:50]=1. (2) Given the product [Cl:29][C:30]1[S:34][C:33]([CH2:35][O:36][NH:37][C:9](=[O:24])[C:10]2[CH:15]=[CH:14][CH:13]=[CH:12][C:11]=2[NH:16][CH2:17][C:18]2[CH:19]=[CH:20][N:21]=[CH:22][CH:23]=2)=[CH:32][CH:31]=1, predict the reactants needed to synthesize it. The reactants are: FC1C(O[C:9](=[O:24])[C:10]2[CH:15]=[CH:14][CH:13]=[CH:12][C:11]=2[NH:16][CH2:17][C:18]2[CH:23]=[CH:22][N:21]=[CH:20][CH:19]=2)=C(F)C(F)=C(F)C=1F.[Cl:29][C:30]1[S:34][C:33]([CH2:35][O:36][NH2:37])=[CH:32][CH:31]=1. (3) The reactants are: [C:1]([C:4]1[CH:9]=[CH:8][C:7]([NH:10][CH2:11][C@@H:12]([NH:16]C(=O)OC(C)(C)C)[CH2:13][O:14][CH3:15])=[CH:6][C:5]=1[NH:24][C:25]1[S:29][N:28]=[C:27]([CH3:30])[CH:26]=1)(=[O:3])[NH2:2].[C:31]([OH:37])([C:33]([F:36])([F:35])[F:34])=[O:32]. Given the product [NH2:16][C@@H:12]([CH2:13][O:14][CH3:15])[CH2:11][NH:10][C:7]1[CH:8]=[CH:9][C:4]([C:1]([NH2:2])=[O:3])=[C:5]([NH:24][C:25]2[S:29][N:28]=[C:27]([CH3:30])[CH:26]=2)[CH:6]=1.[C:31]([OH:37])([C:33]([F:36])([F:35])[F:34])=[O:32], predict the reactants needed to synthesize it. (4) Given the product [Br:20][C:14]1[N:7]2[C:8]([N:9]=[N:10][C:11]3[C:2]([Cl:1])=[CH:3][C:4]([C:16]([F:18])([F:19])[F:17])=[CH:5][C:6]=32)=[C:12]([CH3:15])[N:13]=1, predict the reactants needed to synthesize it. The reactants are: [Cl:1][C:2]1[C:11]2[N:10]=[N:9][C:8]3=[C:12]([CH3:15])[N:13]=[CH:14][N:7]3[C:6]=2[CH:5]=[C:4]([C:16]([F:19])([F:18])[F:17])[CH:3]=1.[Br:20]NC(=O)CCC(N)=O.O. (5) Given the product [CH3:29][NH:30][C:31]1[N:36]=[CH:35][C:34]([C:17]2[N:18]=[C:19]([N:20]3[CH2:21][CH2:22][O:23][CH2:24][CH2:25]3)[C:14]3[CH:13]=[C:12]([CH2:11][N:8]4[CH2:7][CH2:6][N:5]([S:2]([CH3:1])(=[O:4])=[O:3])[CH2:10][CH2:9]4)[S:28][C:15]=3[N:16]=2)=[CH:33][N:32]=1, predict the reactants needed to synthesize it. The reactants are: [CH3:1][S:2]([N:5]1[CH2:10][CH2:9][N:8]([CH2:11][C:12]2[S:28][C:15]3[N:16]=[C:17](SC)[N:18]=[C:19]([N:20]4[CH2:25][CH2:24][O:23][CH2:22][CH2:21]4)[C:14]=3[CH:13]=2)[CH2:7][CH2:6]1)(=[O:4])=[O:3].[CH3:29][NH:30][C:31]1[N:36]=[CH:35][C:34]([Sn](CCCC)(CCCC)CCCC)=[CH:33][N:32]=1.